Dataset: Forward reaction prediction with 1.9M reactions from USPTO patents (1976-2016). Task: Predict the product of the given reaction. (1) Given the reactants Cl[C:2]1[CH:11]=[C:10]([Cl:12])[C:9]2[C:8](=[O:13])[CH2:7][CH2:6][CH2:5][C:4]=2[N:3]=1.[CH2:14]([C:16]1[CH:21]=[CH:20][CH:19]=[C:18]([CH2:22][CH3:23])[C:17]=1B(O)O)[CH3:15].C([O-])([O-])=O.[Na+].[Na+], predict the reaction product. The product is: [Cl:12][C:10]1[C:9]2[C:8](=[O:13])[CH2:7][CH2:6][CH2:5][C:4]=2[N:3]=[C:2]([C:17]2[C:18]([CH2:22][CH3:23])=[CH:19][CH:20]=[CH:21][C:16]=2[CH2:14][CH3:15])[CH:11]=1. (2) Given the reactants [CH2:1]([C:4]1[C:31]([CH3:32])=[CH:30][C:7]2[N:8]=[C:9]3[C:14]([N:15]([CH2:16][CH2:17][CH2:18][C:19]4[CH:24]=[CH:23][C:22]([CH2:25]C=C)=[CH:21][CH:20]=4)[C:6]=2[CH:5]=1)=[N:13][C:12](=[O:28])[NH:11][C:10]3=[O:29])[CH:2]=[CH2:3], predict the reaction product. The product is: [CH3:32][C:31]1[C:4]2[CH2:1][CH:2]=[CH:3][CH2:25][C:22]3[CH:23]=[CH:24][C:19]([CH2:18][CH2:17][CH2:16][N:15]4[C:6]([CH:5]=2)=[C:7]([CH:30]=1)[N:8]=[C:9]1[C:14]4=[N:13][C:12](=[O:28])[NH:11][C:10]1=[O:29])=[CH:20][CH:21]=3.